This data is from Catalyst prediction with 721,799 reactions and 888 catalyst types from USPTO. The task is: Predict which catalyst facilitates the given reaction. (1) Reactant: Br[C:2]1[C:6]2[C:7]([NH2:19])=[N:8][CH:9]=[C:10]([C:11]3[CH:12]=[N:13][C:14]([O:17][CH3:18])=[CH:15][CH:16]=3)[C:5]=2[S:4][CH:3]=1.[CH3:20][O:21][C:22]1[CH:27]=[C:26](B2OC(C)(C)C(C)(C)O2)[CH:25]=[CH:24][C:23]=1[NH:37][C:38]([C:40]1[N:41]([CH3:49])[C:42]2[C:47]([CH:48]=1)=[CH:46][CH:45]=[CH:44][CH:43]=2)=[O:39].C([O-])([O-])=O.[Na+].[Na+]. Product: [NH2:19][C:7]1[C:6]2[C:2]([C:26]3[CH:25]=[CH:24][C:23]([NH:37][C:38]([C:40]4[N:41]([CH3:49])[C:42]5[C:47]([CH:48]=4)=[CH:46][CH:45]=[CH:44][CH:43]=5)=[O:39])=[C:22]([O:21][CH3:20])[CH:27]=3)=[CH:3][S:4][C:5]=2[C:10]([C:11]2[CH:12]=[N:13][C:14]([O:17][CH3:18])=[CH:15][CH:16]=2)=[CH:9][N:8]=1. The catalyst class is: 108. (2) Reactant: COC1C=C(OC)C=CC=1C[NH:6][C:7]1[N:8]=[N:9][C:10]([N:13]2[CH:17]=[C:16]([C:18]3[C:26]4[C:21](=[CH:22][C:23]([F:27])=[CH:24][CH:25]=4)[NH:20][CH:19]=3)[CH:15]=[N:14]2)=[CH:11][CH:12]=1.C1(OC)C=CC=CC=1. Product: [F:27][C:23]1[CH:22]=[C:21]2[C:26]([C:18]([C:16]3[CH:15]=[N:14][N:13]([C:10]4[N:9]=[N:8][C:7]([NH2:6])=[CH:12][CH:11]=4)[CH:17]=3)=[CH:19][NH:20]2)=[CH:25][CH:24]=1. The catalyst class is: 67. (3) Reactant: [NH2:1][CH2:2][CH2:3][C@H:4]([NH:6][C:7](=[O:13])[O:8][C:9]([CH3:12])([CH3:11])[CH3:10])[CH3:5].[CH:14](=O)[CH:15]([CH3:17])[CH3:16].C(O[BH-](OC(=O)C)OC(=O)C)(=O)C.[Na+]. Product: [CH3:5][C@@H:4]([NH:6][C:7](=[O:13])[O:8][C:9]([CH3:12])([CH3:11])[CH3:10])[CH2:3][CH2:2][NH:1][CH2:14][CH:15]([CH3:17])[CH3:16]. The catalyst class is: 68. (4) The catalyst class is: 7. Reactant: [CH3:1][O:2][C:3]1[CH:4]=[C:5]2[C:10](=[CH:11][C:12]=1[O:13][CH3:14])[N:9]=[CH:8][CH:7]=[C:6]2[O:15][C:16]1[CH:21]=[CH:20][C:19]([NH:22][C:23](=O)[CH2:24][CH2:25][O:26][C:27]2[CH:32]=[CH:31][CH:30]=[CH:29][CH:28]=2)=[C:18]([CH3:34])[C:17]=1[CH3:35].Cl.[OH-].[Na+]. Product: [CH3:1][O:2][C:3]1[CH:4]=[C:5]2[C:10](=[CH:11][C:12]=1[O:13][CH3:14])[N:9]=[CH:8][CH:7]=[C:6]2[O:15][C:16]1[CH:21]=[CH:20][C:19]([NH:22][CH2:23][CH2:24][CH2:25][O:26][C:27]2[CH:32]=[CH:31][CH:30]=[CH:29][CH:28]=2)=[C:18]([CH3:34])[C:17]=1[CH3:35].